This data is from Forward reaction prediction with 1.9M reactions from USPTO patents (1976-2016). The task is: Predict the product of the given reaction. (1) Given the reactants [CH3:1][S:2](Cl)(=[O:4])=[O:3].[OH:6][CH2:7][C:8]1[N:13]=[CH:12][CH:11]=[CH:10][N:9]=1.C(N(CC)CC)C.O, predict the reaction product. The product is: [CH3:1][S:2]([O:6][CH2:7][C:8]1[N:13]=[CH:12][CH:11]=[CH:10][N:9]=1)(=[O:4])=[O:3]. (2) Given the reactants C([O:5][C:6]([C:8]1[CH:9]=[C:10]2[C:23](=[CH:24][CH:25]=1)[C@@H:22]1[C@H:13]([C@H:14]3[C@@:18]([CH2:20][CH2:21]1)([CH3:19])[C:17]([F:27])([F:26])[CH2:16][C@@H:15]3[CH2:28][CH2:29][CH2:30][C:31]([N:33]1[CH2:38][CH2:37][O:36][CH2:35][CH2:34]1)=[O:32])[CH2:12][CH2:11]2)=[O:7])CCC.[Li+].[OH-].CO, predict the reaction product. The product is: [N:33]1([C:31](=[O:32])[CH2:30][CH2:29][CH2:28][C@@H:15]2[C@H:14]3[C@H:13]4[C@H:22]([CH2:21][CH2:20][C@:18]3([CH3:19])[C:17]([F:26])([F:27])[CH2:16]2)[C:23]2[C:10](=[CH:9][C:8]([C:6]([OH:7])=[O:5])=[CH:25][CH:24]=2)[CH2:11][CH2:12]4)[CH2:38][CH2:37][O:36][CH2:35][CH2:34]1. (3) Given the reactants [OH:1][C:2]1[CH:3]=[C:4]([CH2:9][CH2:10][NH:11][C:12]([C:14]23[CH2:23][CH:18]4[CH2:19][CH:20]([CH2:22][C:16]([C:24]5[CH:29]=[CH:28][C:27]([Cl:30])=[CH:26][CH:25]=5)([CH2:17]4)[CH2:15]2)[CH2:21]3)=[O:13])[CH:5]=[CH:6][C:7]=1[OH:8], predict the reaction product. The product is: [C:2]([O:8][C:7]1[CH:6]=[CH:5][C:4]([CH2:9][CH2:10][NH:11][C:12]([C:14]23[CH2:21][CH:20]4[CH2:19][CH:18]([CH2:17][C:16]([C:24]5[CH:25]=[CH:26][C:27]([Cl:30])=[CH:28][CH:29]=5)([CH2:22]4)[CH2:15]2)[CH2:23]3)=[O:13])=[CH:3][C:2]=1[O:1][C:12](=[O:13])[CH2:14][CH3:15])(=[O:1])[CH2:7][CH3:6]. (4) Given the reactants [ClH:1].[CH3:2][N:3]1[C@@H:20]2[CH2:21][C:8]3[CH:9]=[CH:10][C:11]([O:23][CH3:24])=[C:12]4[O:13][C@H:14]5[C:15]([CH2:17][CH2:18][C@:19]2([OH:22])[C@:6]5([C:7]=34)[CH2:5][CH2:4]1)=[O:16], predict the reaction product. The product is: [CH3:2][N:3]1[C@@H:20]2[CH2:21][C:8]3[CH:9]=[CH:10][C:11]([O:23][CH3:24])=[C:12]4[O:13][C@H:14]5[C:15]([CH2:17][CH2:18][C@:19]2([OH:22])[C@:6]5([C:7]=34)[CH2:5][CH2:4]1)=[O:16].[ClH:1]. (5) Given the reactants ClC1OC([C:13]2[CH:18]=[CH:17][C:16]([S:19]([NH2:22])(=[O:21])=[O:20])=[CH:15][CH:14]=2)=C(C2C=CC=CC=2)N=1.COC1(C2C=C(C=CC=2)CS)CCOCC1.C1CCN2C(=NCCC2)CC1, predict the reaction product. The product is: [C:16]1([S:19]([NH2:22])(=[O:21])=[O:20])[CH:17]=[CH:18][CH:13]=[CH:14][CH:15]=1. (6) Given the reactants C[Si](C)(C)N[Si](C)(C)C.[Li].[Br-].C(CCCC[P+](C1C=CC=CC=1)(C1C=CC=CC=1)C1C=CC=CC=1)(O)=O.[C:38]([N:57]1[CH:61]=[C:60]([CH:62]=O)[N:59]=[CH:58]1)([C:51]1[CH:56]=[CH:55][CH:54]=[CH:53][CH:52]=1)([C:45]1[CH:50]=[CH:49][CH:48]=[CH:47][CH:46]=1)[C:39]1[CH:44]=[CH:43][CH:42]=[CH:41][CH:40]=1.[C:64]([OH:76])(=[O:75])[CH2:65][C:66]([CH2:71][C:72](O)=O)(C(O)=O)O, predict the reaction product. The product is: [C:38]([N:57]1[CH:61]=[C:60]([CH:62]=[CH:72][CH2:71][CH2:66][CH2:65][C:64]([OH:76])=[O:75])[N:59]=[CH:58]1)([C:45]1[CH:46]=[CH:47][CH:48]=[CH:49][CH:50]=1)([C:51]1[CH:56]=[CH:55][CH:54]=[CH:53][CH:52]=1)[C:39]1[CH:44]=[CH:43][CH:42]=[CH:41][CH:40]=1.